Dataset: Catalyst prediction with 721,799 reactions and 888 catalyst types from USPTO. Task: Predict which catalyst facilitates the given reaction. (1) Reactant: Cl[C:2]1[C:3]2[N:4]([CH:18]=[CH:19][N:20]=2)[CH:5]=[C:6]([C:10]2[CH:15]=[CH:14][C:13]([Cl:16])=[CH:12][C:11]=2[Cl:17])[C:7]=1[C:8]#[N:9].[CH2:21]([NH2:25])[CH:22]([CH3:24])[CH3:23]. Product: [Cl:17][C:11]1[CH:12]=[C:13]([Cl:16])[CH:14]=[CH:15][C:10]=1[C:6]1[C:7]([C:8]#[N:9])=[C:2]([NH:25][CH2:21][CH:22]([CH3:24])[CH3:23])[C:3]2[N:4]([CH:18]=[CH:19][N:20]=2)[CH:5]=1. The catalyst class is: 25. (2) Reactant: [F:1][C:2]1[CH:17]=[CH:16][C:5]([CH2:6][O:7][C:8]2[CH:9]=[C:10]([NH2:15])[C:11]([NH2:14])=[CH:12][CH:13]=2)=[CH:4][CH:3]=1.[C:18]([CH2:22][C:23](Cl)=[O:24])([CH3:21])([CH3:20])[CH3:19]. Product: [NH2:15][C:10]1[CH:9]=[C:8]([O:7][CH2:6][C:5]2[CH:16]=[CH:17][C:2]([F:1])=[CH:3][CH:4]=2)[CH:13]=[CH:12][C:11]=1[NH:14][C:23](=[O:24])[CH2:22][C:18]([CH3:21])([CH3:20])[CH3:19]. The catalyst class is: 8. (3) Reactant: [C:1]1([C:7]2[C:11]([C:12]([O:14][CH3:15])=[O:13])=[CH:10][NH:9][N:8]=2)[CH:6]=[CH:5][CH:4]=[CH:3][CH:2]=1.Br[C:17]1[CH:22]=[CH:21][C:20]([F:23])=[CH:19][N:18]=1.CN[C@H]1CCCC[C@@H]1NC.C(=O)([O-])[O-].[K+].[K+].C([O-])(O)=O.[Na+]. Product: [F:23][C:20]1[CH:21]=[CH:22][C:17]([N:9]2[CH:10]=[C:11]([C:12]([O:14][CH3:15])=[O:13])[C:7]([C:1]3[CH:2]=[CH:3][CH:4]=[CH:5][CH:6]=3)=[N:8]2)=[N:18][CH:19]=1. The catalyst class is: 432. (4) Reactant: [Br:1][C:2]1[CH:7]=[CH:6][C:5]([C:8]2[CH:13]=[CH:12][CH:11]=[CH:10][CH:9]=2)=[C:4]([F:14])[CH:3]=1.Cl[S:16]([OH:19])(=[O:18])=[O:17]. Product: [Br:1][C:2]1[CH:7]=[CH:6][C:5]([C:8]2[C:13]([S:16]([OH:19])(=[O:18])=[O:17])=[CH:12][CH:11]=[CH:10][CH:9]=2)=[C:4]([F:14])[CH:3]=1. The catalyst class is: 22. (5) Reactant: [Cl:1][C:2]1[CH:28]=[CH:27][C:5]([O:6][CH:7]2[CH2:11][CH2:10][N:9]([CH2:12][CH:13]([OH:26])[CH2:14][O:15][C:16]3[CH:21]=[CH:20][CH:19]=[CH:18][C:17]=3[NH:22]C(=O)C)[CH2:8]2)=[CH:4][CH:3]=1.[ClH:29].CO. Product: [ClH:1].[ClH:29].[NH2:22][C:17]1[CH:18]=[CH:19][CH:20]=[CH:21][C:16]=1[O:15][CH2:14][CH:13]([OH:26])[CH2:12][N:9]1[CH2:10][CH2:11][CH:7]([O:6][C:5]2[CH:27]=[CH:28][C:2]([Cl:1])=[CH:3][CH:4]=2)[CH2:8]1. The catalyst class is: 27. (6) Reactant: [OH:1][CH:2]1[CH2:5][N:4]([C:6]2[S:7][CH:8]=[C:9]([C:11](=[O:31])[NH:12][C@H:13]3[CH2:17][CH2:16][N:15]([C:18]([O:20][CH2:21][C:22]4[CH:27]=[CH:26][C:25]([N+:28]([O-:30])=[O:29])=[CH:24][CH:23]=4)=[O:19])[CH2:14]3)[N:10]=2)[CH2:3]1.[CH3:32][S:33](Cl)(=[O:35])=[O:34].C(N(CC)CC)C. Product: [CH3:32][S:33]([O:1][CH:2]1[CH2:3][N:4]([C:6]2[S:7][CH:8]=[C:9]([C:11](=[O:31])[NH:12][C@H:13]3[CH2:17][CH2:16][N:15]([C:18]([O:20][CH2:21][C:22]4[CH:27]=[CH:26][C:25]([N+:28]([O-:30])=[O:29])=[CH:24][CH:23]=4)=[O:19])[CH2:14]3)[N:10]=2)[CH2:5]1)(=[O:35])=[O:34]. The catalyst class is: 2. (7) Reactant: [Cl:1]N1C(=O)CCC1=O.[F:9][C:10]1[CH:11]=[C:12]([N:16]2[C:24]3[C:19](=[CH:20][CH:21]=[CH:22][CH:23]=3)[CH:18]=[C:17]2[CH:25]([NH:27][C:28](=[O:34])[O:29][C:30]([CH3:33])([CH3:32])[CH3:31])[CH3:26])[CH:13]=[CH:14][CH:15]=1. Product: [Cl:1][C:18]1[C:19]2[C:24](=[CH:23][CH:22]=[CH:21][CH:20]=2)[N:16]([C:12]2[CH:13]=[CH:14][CH:15]=[C:10]([F:9])[CH:11]=2)[C:17]=1[CH:25]([NH:27][C:28](=[O:34])[O:29][C:30]([CH3:33])([CH3:32])[CH3:31])[CH3:26]. The catalyst class is: 18.